This data is from Full USPTO retrosynthesis dataset with 1.9M reactions from patents (1976-2016). The task is: Predict the reactants needed to synthesize the given product. (1) Given the product [C:19]([O:18][C:16](=[O:17])[NH:29][C:28]1[CH:33]=[C:24]([CH3:23])[C:25]([CH2:35][CH2:36][S:37]([N:40]2[CH2:57][CH2:56][C:43]3([N:47]=[C:46]([CH:48]4[CH2:49][CH2:50][CH:51]([CH3:54])[CH2:52][CH2:53]4)[NH:45][C:44]3=[O:55])[CH2:42][CH2:41]2)(=[O:39])=[O:38])=[C:26]([CH3:34])[C:27]=1[OH:31])([CH3:20])([CH3:21])[CH3:22], predict the reactants needed to synthesize it. The reactants are: C(N(CC)CC)C.[C:16](O[C:16]([O:18][C:19]([CH3:22])([CH3:21])[CH3:20])=[O:17])([O:18][C:19]([CH3:22])([CH3:21])[CH3:20])=[O:17].[CH3:23][C:24]1[C:25]([CH2:35][CH2:36][S:37]([N:40]2[CH2:57][CH2:56][C:43]3([N:47]=[C:46]([CH:48]4[CH2:53][CH2:52][CH:51]([CH3:54])[CH2:50][CH2:49]4)[NH:45][C:44]3=[O:55])[CH2:42][CH2:41]2)(=[O:39])=[O:38])=[C:26]([CH3:34])[C:27]2[O:31]C(=O)[NH:29][C:28]=2[CH:33]=1.C(=O)([O-])[O-].[K+].[K+]. (2) The reactants are: [Br:1][C:2]1[CH:3]=[CH:4][C:5]2[O:14][C:13]3[C:12](=[O:15])[NH:11][C:10](SC)=[N:9][C:8]=3[C:6]=2[CH:7]=1.[NH:18]1[CH2:23][CH2:22][O:21][CH2:20][CH2:19]1. Given the product [Br:1][C:2]1[CH:3]=[CH:4][C:5]2[O:14][C:13]3[C:12](=[O:15])[NH:11][C:10]([N:18]4[CH2:23][CH2:22][O:21][CH2:20][CH2:19]4)=[N:9][C:8]=3[C:6]=2[CH:7]=1, predict the reactants needed to synthesize it. (3) The reactants are: [C:1](Cl)(=[O:5])[C:2](Cl)=[O:3].[NH2:7][C:8]1[C:12]([C:13]2[S:14][CH:15]=[CH:16][CH:17]=2)=[CH:11][N:10](C(OC(C)(C)C)=O)[N:9]=1. Given the product [S:14]1[CH:15]=[CH:16][CH:17]=[C:13]1[C:12]1[C:8]([NH:7][C:1](=[O:5])[C:2]([NH:7][C:8]2[C:12]([C:13]3[S:14][CH:15]=[CH:16][CH:17]=3)=[CH:11][NH:10][N:9]=2)=[O:3])=[N:9][NH:10][CH:11]=1, predict the reactants needed to synthesize it. (4) Given the product [CH3:12][C:9]([C:6]1[CH:7]=[CH:8][C:3]([CH2:2][S:26][C:20]2[CH:25]=[CH:24][CH:23]=[CH:22][CH:21]=2)=[CH:4][CH:5]=1)([CH3:13])[C:10]#[N:11], predict the reactants needed to synthesize it. The reactants are: Br[CH2:2][C:3]1[CH:8]=[CH:7][C:6]([C:9]([CH3:13])([CH3:12])[C:10]#[N:11])=[CH:5][CH:4]=1.C([O-])([O-])=O.[Na+].[Na+].[C:20]1([SH:26])[CH:25]=[CH:24][CH:23]=[CH:22][CH:21]=1. (5) Given the product [C:5]([CH:4]1[CH2:8][CH2:9][N:1]([C:10]([O:12][C:13]([CH3:16])([CH3:15])[CH3:14])=[O:11])[CH2:2][CH2:3]1)#[N:7], predict the reactants needed to synthesize it. The reactants are: [NH:1]1[CH2:9][CH2:8][CH:4]([C:5]([NH2:7])=O)[CH2:3][CH2:2]1.[C:10](O[C:10]([O:12][C:13]([CH3:16])([CH3:15])[CH3:14])=[O:11])([O:12][C:13]([CH3:16])([CH3:15])[CH3:14])=[O:11].O1CCOCC1. (6) Given the product [C:32]([N:29]1[CH2:28][CH2:27][N:26]([C:23]2[CH:24]=[CH:25][C:20]([NH:19][C:2]3[N:3]=[CH:4][C:5]4[C:10]([CH3:12])([CH3:11])[C:9](=[O:13])[N:8]([CH:14]([CH2:17][CH3:18])[CH2:15][CH3:16])[C:6]=4[N:7]=3)=[CH:21][CH:22]=2)[CH2:31][CH2:30]1)(=[O:34])[CH3:33], predict the reactants needed to synthesize it. The reactants are: Cl[C:2]1[N:3]=[CH:4][C:5]2[C:10]([CH3:12])([CH3:11])[C:9](=[O:13])[N:8]([CH:14]([CH2:17][CH3:18])[CH2:15][CH3:16])[C:6]=2[N:7]=1.[NH2:19][C:20]1[CH:25]=[CH:24][C:23]([N:26]2[CH2:31][CH2:30][N:29]([C:32](=[O:34])[CH3:33])[CH2:28][CH2:27]2)=[CH:22][CH:21]=1.C1(C)C=CC(S(O)(=O)=O)=CC=1. (7) Given the product [Cl:37][C:38]1[CH:46]=[C:45]2[C:41]([CH2:42][CH2:43][N:44]2[C:9]2[C:4]3[CH:3]=[C:2]([CH3:1])[N:12]=[CH:11][C:5]=3[N:6]=[CH:7][N:8]=2)=[CH:40][CH:39]=1, predict the reactants needed to synthesize it. The reactants are: [CH3:1][C:2]1[N:12]=[CH:11][C:5]2[N:6]=[CH:7][NH:8][C:9](=O)[C:4]=2[CH:3]=1.C1(P(C2C=CC=CC=2)C2C=CC=CC=2)C=CC=CC=1.C(Cl)(Cl)(Cl)Cl.[Cl:37][C:38]1[CH:46]=[C:45]2[C:41]([CH2:42][CH2:43][NH:44]2)=[CH:40][CH:39]=1. (8) Given the product [CH2:10]([NH:13][C:3](=[O:5])[C:2]([F:1])([F:8])[F:9])[CH:11]=[CH2:12], predict the reactants needed to synthesize it. The reactants are: [F:1][C:2]([F:9])([F:8])[C:3]([O:5]CC)=O.[CH2:10]([NH2:13])[CH:11]=[CH2:12]. (9) Given the product [Br:1][C:2]1[CH:3]=[C:4]2[C:9](=[C:10]([O:12][CH3:13])[CH:11]=1)[N:8]=[C:7]([C:14]1[CH:15]=[N:16][CH:17]=[CH:18][CH:19]=1)[N:6]=[C:5]2[NH:28][CH3:32], predict the reactants needed to synthesize it. The reactants are: [Br:1][C:2]1[CH:3]=[C:4]2[C:9](=[C:10]([O:12][CH3:13])[CH:11]=1)[N:8]=[C:7]([C:14]1[CH:15]=[N:16][CH:17]=[CH:18][CH:19]=1)[N:6]=[C:5]2O.F[P-](F)(F)(F)(F)F.[N:28]1(O[P+](N(C)C)(N(C)C)N(C)C)[C:32]2C=CC=CC=2N=N1.CCN(C(C)C)C(C)C.CN.